This data is from Reaction yield outcomes from USPTO patents with 853,638 reactions. The task is: Predict the reaction yield, written as a fraction of the theoretical maximum amount of product (1.0 means a 100% yield; for example, 0.34 means a 34% yield). (1) The reactants are I[C:2]1[CH:27]=[CH:26][C:5]([O:6][CH2:7][CH2:8][CH2:9][O:10][C:11]2[CH:12]=[C:13]3[C:17](=[CH:18][CH:19]=2)[C@H:16]([CH2:20][C:21]([O:23][CH2:24][CH3:25])=[O:22])[CH2:15][CH2:14]3)=[CH:4][CH:3]=1.B1(B2OC(C)(C)C(C)(C)O2)OC(C)(C)C(C)(C)O1.C(Cl)Cl.CC([O-])=O.[K+].Br[C:55]1[CH:60]=[CH:59][CH:58]=[C:57]([CH3:61])[N:56]=1.C([O-])([O-])=O.[Na+].[Na+]. The catalyst is CN(C=O)C.Cl.C1C=CC(P(C2C=CC=CC=2)[C-]2C=CC=C2)=CC=1.C1C=CC(P(C2C=CC=CC=2)[C-]2C=CC=C2)=CC=1.Cl[Pd]Cl.[Fe+2].C(Cl)Cl. The product is [CH3:61][C:57]1[N:56]=[C:55]([C:2]2[CH:27]=[CH:26][C:5]([O:6][CH2:7][CH2:8][CH2:9][O:10][C:11]3[CH:12]=[C:13]4[C:17](=[CH:18][CH:19]=3)[C@H:16]([CH2:20][C:21]([O:23][CH2:24][CH3:25])=[O:22])[CH2:15][CH2:14]4)=[CH:4][CH:3]=2)[CH:60]=[CH:59][CH:58]=1. The yield is 0.400. (2) The reactants are [CH:1]1([C:5]([O:7][CH2:8][CH3:9])=[O:6])[CH2:4][CH2:3][CH2:2]1.C([N-]C(C)C)(C)C.[Li+].Br[CH2:19][CH2:20][O:21][CH2:22][C:23]1[CH:28]=[CH:27][CH:26]=[CH:25][CH:24]=1. The catalyst is O1CCCC1. The product is [CH2:22]([O:21][CH2:20][CH2:19][C:1]1([C:5]([O:7][CH2:8][CH3:9])=[O:6])[CH2:4][CH2:3][CH2:2]1)[C:23]1[CH:28]=[CH:27][CH:26]=[CH:25][CH:24]=1. The yield is 0.700.